From a dataset of Forward reaction prediction with 1.9M reactions from USPTO patents (1976-2016). Predict the product of the given reaction. (1) The product is: [Cl:1][C:2]1[CH:6]=[N:5][N:4]([CH3:7])[C:3]=1[C:8]1[CH:9]=[C:10]([NH:15][C:16]([NH:18][C:19]2[CH:24]=[CH:23][C:22]([F:25])=[CH:21][C:20]=2[F:26])=[O:17])[CH:11]=[CH:12][C:13]=1[O:14][CH2:49][CH2:48][N:47]([CH3:51])[CH3:46]. Given the reactants [Cl:1][C:2]1[CH:6]=[N:5][N:4]([CH3:7])[C:3]=1[C:8]1[CH:9]=[C:10]([NH:15][C:16]([NH:18][C:19]2[CH:24]=[CH:23][C:22]([F:25])=[CH:21][C:20]=2[F:26])=[O:17])[CH:11]=[CH:12][C:13]=1[OH:14].C1(P(C2C=CC=CC=2)C2C=CC=CC=2)C=CC=CC=1.[CH3:46][N:47]([CH3:51])[CH2:48][CH2:49]O.N(C(OC(C)C)=O)=NC(OC(C)C)=O, predict the reaction product. (2) Given the reactants [CH3:1][CH2:2][CH2:3][C@H:4]([NH:10][C@H:11]([C:13]([N:15]1[C@H:23]([C:24]([OH:26])=[O:25])[CH2:22][C@H:21]2[C@@H:16]1[CH2:17][CH2:18][CH2:19][CH2:20]2)=[O:14])[CH3:12])[C:5]([O:7][CH2:8][CH3:9])=[O:6].C(#N)C.C(OCC)(=O)C.[C:36]([NH2:40])([CH3:39])([CH3:38])[CH3:37], predict the reaction product. The product is: [CH3:1][CH2:2][CH2:3][C@H:4]([NH:10][C@H:11]([C:13]([N:15]1[C@H:23]([C:24]([OH:26])=[O:25])[CH2:22][C@H:21]2[C@@H:16]1[CH2:17][CH2:18][CH2:19][CH2:20]2)=[O:14])[CH3:12])[C:5]([O:7][CH2:8][CH3:9])=[O:6].[CH3:37][C:36]([NH2:40])([CH3:39])[CH3:38].